Dataset: Catalyst prediction with 721,799 reactions and 888 catalyst types from USPTO. Task: Predict which catalyst facilitates the given reaction. (1) Reactant: C(N(CC)CC)C.[C:8]1(/[CH:14]=[CH:15]/[S:16](Cl)(=[O:18])=[O:17])[CH:13]=[CH:12][CH:11]=[CH:10][CH:9]=1.[NH2:20][C:21]1[CH:33]=[C:32]([O:34][C:35]2[CH:40]=[CH:39][CH:38]=[CH:37][CH:36]=2)[CH:31]=[CH:30][C:22]=1[C:23]([O:25][C:26]([CH3:29])([CH3:28])[CH3:27])=[O:24].C(=O)([O-])O.[Na+]. Product: [O:34]([C:32]1[CH:31]=[CH:30][C:22]([C:23]([O:25][C:26]([CH3:29])([CH3:27])[CH3:28])=[O:24])=[C:21]([NH:20][S:16](/[CH:15]=[CH:14]/[C:8]2[CH:13]=[CH:12][CH:11]=[CH:10][CH:9]=2)(=[O:18])=[O:17])[CH:33]=1)[C:35]1[CH:36]=[CH:37][CH:38]=[CH:39][CH:40]=1. The catalyst class is: 2. (2) Reactant: [H-].[Na+].[CH2:3]([O:10][C:11]1[CH:16]=[CH:15][C:14]([C:17]2[N:21]([C:22]3[CH:27]=[CH:26][C:25]([O:28][CH3:29])=[CH:24][CH:23]=3)[N:20]=[C:19]([NH:30][C:31]([N:33]([CH3:35])[CH3:34])=[O:32])[CH:18]=2)=[CH:13][CH:12]=1)[C:4]1[CH:9]=[CH:8][CH:7]=[CH:6][CH:5]=1.[CH3:36]I. Product: [CH2:3]([O:10][C:11]1[CH:12]=[CH:13][C:14]([C:17]2[N:21]([C:22]3[CH:27]=[CH:26][C:25]([O:28][CH3:29])=[CH:24][CH:23]=3)[N:20]=[C:19]([N:30]([CH3:36])[C:31]([N:33]([CH3:34])[CH3:35])=[O:32])[CH:18]=2)=[CH:15][CH:16]=1)[C:4]1[CH:9]=[CH:8][CH:7]=[CH:6][CH:5]=1. The catalyst class is: 3. (3) Reactant: [Cl:1][C:2]1[CH:3]=[C:4]([CH:8]2[C:12]([C:15]3[CH:20]=[CH:19][C:18]([Cl:21])=[CH:17][CH:16]=3)([C:13]#[N:14])[CH:11]([CH2:22][C:23]([CH3:26])([CH3:25])[CH3:24])[NH:10][CH:9]2[C:27](O)=[O:28])[CH:5]=[CH:6][CH:7]=1.[N:30]1[C:39]2[C:34](=[CH:35][CH:36]=[CH:37][CH:38]=2)[CH:33]=[C:32](NC)[CH:31]=1.[CH3:42][N:43](C(ON1N=NC2C=CC=NC1=2)=[N+](C)C)C.F[P-](F)(F)(F)(F)F.CCN(C(C)C)C(C)C. Product: [N:30]1[C:39]2[C:34](=[CH:35][CH:36]=[CH:37][CH:38]=2)[CH:33]=[C:32]([CH2:42][NH:43][C:27]([CH:9]2[CH:8]([C:4]3[CH:5]=[CH:6][CH:7]=[C:2]([Cl:1])[CH:3]=3)[C:12]([C:15]3[CH:20]=[CH:19][C:18]([Cl:21])=[CH:17][CH:16]=3)([C:13]#[N:14])[CH:11]([CH2:22][C:23]([CH3:24])([CH3:25])[CH3:26])[NH:10]2)=[O:28])[CH:31]=1. The catalyst class is: 2. (4) Reactant: [NH:1]1[CH2:6][CH2:5][CH:4]([NH:7][C:8]2[O:9][C:10]3[C:11]([CH2:17][OH:18])=[N:12][CH:13]=[CH:14][C:15]=3[N:16]=2)[CH2:3][CH2:2]1.[CH2:19]([O:21][C:22]1[CH:23]=[C:24]([CH:27]=[C:28]([O:35][CH2:36][CH3:37])[C:29]=1[N:30]1[CH:34]=CN=[N:31]1)[CH:25]=O)[CH3:20].[C:38]([BH3-])#[N:39].[Na+].C(N(C(C)C)C(C)C)C. Product: [CH2:36]([O:35][C:28]1[CH:27]=[C:24]([CH:23]=[C:22]([O:21][CH2:19][CH3:20])[C:29]=1[N:30]1[CH:34]=[N:39][CH:38]=[N:31]1)[CH2:25][N:1]1[CH2:2][CH2:3][CH:4]([NH:7][C:8]2[O:9][C:10]3[C:11]([CH2:17][OH:18])=[N:12][CH:13]=[CH:14][C:15]=3[N:16]=2)[CH2:5][CH2:6]1)[CH3:37]. The catalyst class is: 212. (5) Reactant: [Cl:1][C:2]1[CH:7]=[CH:6][C:5]([NH:8][C:9](=[O:30])[NH:10][C:11]2[CH:16]=[CH:15][C:14]([N:17]3[C:25]4[C:20](=[C:21]([O:26]C(=O)C)[CH:22]=[CH:23][CH:24]=4)[CH:19]=[CH:18]3)=[CH:13][CH:12]=2)=[CH:4][C:3]=1[C:31]([F:34])([F:33])[F:32].[OH-].[Na+].Cl. Product: [Cl:1][C:2]1[CH:7]=[CH:6][C:5]([NH:8][C:9]([NH:10][C:11]2[CH:16]=[CH:15][C:14]([N:17]3[C:25]4[C:20](=[C:21]([OH:26])[CH:22]=[CH:23][CH:24]=4)[CH:19]=[CH:18]3)=[CH:13][CH:12]=2)=[O:30])=[CH:4][C:3]=1[C:31]([F:34])([F:32])[F:33]. The catalyst class is: 7. (6) Reactant: [CH2:1]([O:8][N:9]([CH2:12][C@H:13]([O:34][CH2:35][C:36]1[CH:41]=[CH:40][CH:39]=[CH:38][CH:37]=1)[C@H:14]([O:26][CH2:27][C:28]1[CH:33]=[CH:32][CH:31]=[CH:30][CH:29]=1)[C@H:15]([O:18][CH2:19][C:20]1[CH:25]=[CH:24][CH:23]=[CH:22][CH:21]=1)[CH2:16][OH:17])[CH:10]=[O:11])[C:2]1[CH:7]=[CH:6][CH:5]=[CH:4][CH:3]=1.C(N(C(C)C)[P:46]([O:55][CH2:56][C:57]1[CH:62]=[CH:61][CH:60]=[CH:59][CH:58]=1)[O:47][CH2:48][C:49]1[CH:54]=[CH:53][CH:52]=[CH:51][CH:50]=1)(C)C.N1C=NN=N1.ClC1C=C(C=CC=1)C(OO)=[O:76]. Product: [CH2:19]([O:18][C@@H:15]([C@@H:14]([O:26][CH2:27][C:28]1[CH:33]=[CH:32][CH:31]=[CH:30][CH:29]=1)[C@@H:13]([O:34][CH2:35][C:36]1[CH:37]=[CH:38][CH:39]=[CH:40][CH:41]=1)[CH2:12][N:9]([O:8][CH2:1][C:2]1[CH:7]=[CH:6][CH:5]=[CH:4][CH:3]=1)[CH:10]=[O:11])[CH2:16][O:17][P:46](=[O:76])([O:47][CH2:48][C:49]1[CH:50]=[CH:51][CH:52]=[CH:53][CH:54]=1)[O:55][CH2:56][C:57]1[CH:58]=[CH:59][CH:60]=[CH:61][CH:62]=1)[C:20]1[CH:21]=[CH:22][CH:23]=[CH:24][CH:25]=1. The catalyst class is: 426. (7) Reactant: [CH2:1]([O:3][C:4]1[CH:9]=[CH:8][C:7]([CH2:10][C:11]([NH:13][CH2:14][CH2:15][NH:16][C:17]2[CH:22]=[C:21]([NH:23][C:24]3[C:29]([CH3:30])=[CH:28][C:27]([CH3:31])=[CH:26][C:25]=3[CH3:32])[N:20]=[C:19]([CH3:33])[N:18]=2)=O)=[CH:6][C:5]=1[O:34][CH3:35])[CH3:2].[AlH3].N(CC)(C)C. Product: [CH2:1]([O:3][C:4]1[CH:9]=[CH:8][C:7]([CH2:10][CH2:11][NH:13][CH2:14][CH2:15][NH:16][C:17]2[CH:22]=[C:21]([NH:23][C:24]3[C:25]([CH3:32])=[CH:26][C:27]([CH3:31])=[CH:28][C:29]=3[CH3:30])[N:20]=[C:19]([CH3:33])[N:18]=2)=[CH:6][C:5]=1[O:34][CH3:35])[CH3:2]. The catalyst class is: 1. (8) Reactant: C(O)(=O)CC(CC(O)=O)(C(O)=O)O.[F:14][C:15]1[CH:16]=[C:17]([CH:29]=[CH:30][CH:31]=1)[CH2:18][C:19]1[S:23][C:22]([CH:24]2OCC[O:25]2)=[CH:21][CH:20]=1.O.C(OCC)(=O)C. Product: [F:14][C:15]1[CH:16]=[C:17]([CH:29]=[CH:30][CH:31]=1)[CH2:18][C:19]1[S:23][C:22]([CH:24]=[O:25])=[CH:21][CH:20]=1. The catalyst class is: 5. (9) Reactant: BrC1C=CC(C[C@H](NC(=O)[O:14][C:15]([CH3:18])([CH3:17])C)CO)=CC=1.C1(P(C2C=CC=CC=2)C2C=CC=CC=2)C=CC=CC=1.C1(=O)[NH:43][C:42](=O)[C:41]2=[CH:45][CH:46]=[CH:47][CH:48]=[C:40]12.N([C:52]([O:54][CH:55](C)C)=[O:53])=N[C:52]([O:54][CH:55](C)C)=[O:53]. Product: [C:42]([C:41]1[CH:45]=[C:46]([CH:47]=[CH:48][C:40]=1[O:14][CH:15]([CH3:17])[CH3:18])[C:52]([O:54][CH3:55])=[O:53])#[N:43]. The catalyst class is: 7.